Dataset: Forward reaction prediction with 1.9M reactions from USPTO patents (1976-2016). Task: Predict the product of the given reaction. (1) Given the reactants [F:1][C:2]([F:22])([F:21])[C:3](=O)[CH2:4][C:5]([C:7]1[CH:17]=[C:16]([O:18][CH3:19])[C:10]2[O:11][CH2:12][C:13](=[O:15])[NH:14][C:9]=2[CH:8]=1)=O.Cl.[F:24][C:25]1[CH:30]=[CH:29][C:28]([NH:31][NH2:32])=[C:27]([CH3:33])[CH:26]=1, predict the reaction product. The product is: [F:24][C:25]1[CH:30]=[CH:29][C:28]([N:31]2[C:5]([C:7]3[CH:17]=[C:16]([O:18][CH3:19])[C:10]4[O:11][CH2:12][C:13](=[O:15])[NH:14][C:9]=4[CH:8]=3)=[CH:4][C:3]([C:2]([F:22])([F:21])[F:1])=[N:32]2)=[C:27]([CH3:33])[CH:26]=1. (2) Given the reactants [CH3:1][CH:2]([CH3:14])[CH:3]([C:5]1[CH:13]=[CH:12][C:8]([C:9]([OH:11])=O)=[CH:7][CH:6]=1)[CH3:4].Cl.C(N=C=NCCCN(C)C)C.ON1C2C=CC=CC=2N=N1.C(N(CC)CC)C.[NH2:44][CH2:45][C:46]1[C:47]([OH:54])=[N:48][C:49]([CH3:53])=[CH:50][C:51]=1[CH3:52], predict the reaction product. The product is: [OH:54][C:47]1[C:46]([CH2:45][NH:44][C:9](=[O:11])[C:8]2[CH:7]=[CH:6][C:5]([CH:3]([CH:2]([CH3:1])[CH3:14])[CH3:4])=[CH:13][CH:12]=2)=[C:51]([CH3:52])[CH:50]=[C:49]([CH3:53])[N:48]=1. (3) Given the reactants Cl[C:2]1[CH:7]=[C:6]([C:8]2[CH:13]=[CH:12][C:11]([F:14])=[CH:10][CH:9]=2)[N:5]2[N:15]=[C:16]([CH2:25][O:26][CH2:27][CH3:28])[C:17]([C:18]3[CH:23]=[CH:22][C:21]([CH3:24])=[CH:20][CH:19]=3)=[C:4]2[N:3]=1.[CH3:29][CH2:30][N:31](C(C)C)C(C)C.NC([OH:41])C, predict the reaction product. The product is: [CH2:27]([O:26][CH2:25][C:16]1[C:17]([C:18]2[CH:23]=[CH:22][C:21]([CH3:24])=[CH:20][CH:19]=2)=[C:4]2[N:3]=[C:2]([NH:31][CH2:30][CH2:29][OH:41])[CH:7]=[C:6]([C:8]3[CH:13]=[CH:12][C:11]([F:14])=[CH:10][CH:9]=3)[N:5]2[N:15]=1)[CH3:28]. (4) Given the reactants [CH3:1][C:2]1[N:3]=[N:4][N:5]([CH2:7][C:8]2[CH:13]=[C:12]([C:14]([F:17])([F:16])[F:15])[CH:11]=[CH:10][C:9]=2/[CH:18]=[CH:19]/[C:20](O)=[O:21])[N:6]=1.Cl.[CH3:24][C:25]1[O:29][N:28]=[C:27]([CH2:30][CH:31]2[CH2:36][CH2:35][NH:34][CH2:33][CH2:32]2)[N:26]=1, predict the reaction product. The product is: [CH3:24][C:25]1[O:29][N:28]=[C:27]([CH2:30][CH:31]2[CH2:36][CH2:35][N:34]([C:20](=[O:21])/[CH:19]=[CH:18]/[C:9]3[CH:10]=[CH:11][C:12]([C:14]([F:15])([F:16])[F:17])=[CH:13][C:8]=3[CH2:7][N:5]3[N:4]=[N:3][C:2]([CH3:1])=[N:6]3)[CH2:33][CH2:32]2)[N:26]=1.